Dataset: Experimentally validated miRNA-target interactions with 360,000+ pairs, plus equal number of negative samples. Task: Binary Classification. Given a miRNA mature sequence and a target amino acid sequence, predict their likelihood of interaction. (1) The miRNA is hsa-miR-1972 with sequence UCAGGCCAGGCACAGUGGCUCA. The protein sequence of the target gene is MEPPQCVEELEDDVFQSEDGEPGTQPGGLLSADLFAQSQLDCPLSRLQLFPLTHCCGPGLRPISQEDKATQTLSPASPSQGVMLPCGVTEEPQRLFYGNAGYRLPLPASFPAGSPLGEQPPEGQFLQHRAEVQIARKLQCIADQFHRLHTQQHQQNRDRAWWQVFLFLQNLALNRQENREGVGPW. Result: 0 (no interaction). (2) Result: 0 (no interaction). The protein sequence of the target gene is MGLPRRLLLLLLLATTCVPASQGLQCMQCESNQSCLVEECALGQDLCRTTVLREWQDDRELEVVTRGCAHSEKTNRTMSYRMGSMIISLTETVCATNLCNRPRPGARGRAFPQGRYLECASCTSLDQSCERGREQSLQCRYPTEHCIEVVTLQSTERSLKDEDYTRGCGSLPGCPGTAGFHSNQTFHFLKCCNYTHCNGGPVLDLQSFPPNGFQCYSCEGNNTLGCSSEEASLINCRGPMNQCLVATGLDVLGNRSYTVRGCATASWCQGSHVADSFPTHLNVSVSCCHGSGCNSPTGGA.... The miRNA is hsa-miR-6772-3p with sequence UUGCUCCUGACUCUGUGCCCACA. (3) The miRNA is hsa-miR-6747-5p with sequence AGGGGUGUGGAAAGAGGCAGAACA. The protein sequence of the target gene is MKLYSLSVLYKGEAKVVLLKAAYDVSSFSFFQRSSVQEFMTFTSQLIVERSSKGTRASVKEQDYLCHVYVRNDSLAGVVIADNEYPSRVAFTLLEKVLDEFSKQVDRIDWPVGSPATIHYPALDGHLSRYQNPREADPMTKVQAELDETKIILHNTMESLLERGEKLDDLVSKSEVLGTQSKAFYKTARKQNSCCAIM. Result: 1 (interaction).